This data is from Reaction yield outcomes from USPTO patents with 853,638 reactions. The task is: Predict the reaction yield, written as a fraction of the theoretical maximum amount of product (1.0 means a 100% yield; for example, 0.34 means a 34% yield). (1) The reactants are [F:1][C:2]1[C:3]([CH:12]([CH3:14])[CH3:13])=[C:4]([C:10]#[N:11])[C:5](=[O:9])[NH:6][C:7]=1[CH3:8]. The catalyst is CO.[Ni]. The product is [NH2:11][CH2:10][C:4]1[C:5](=[O:9])[NH:6][C:7]([CH3:8])=[C:2]([F:1])[C:3]=1[CH:12]([CH3:14])[CH3:13]. The yield is 0.900. (2) The reactants are [CH:1]([N:4]1[CH:8]=[C:7]([N+:9]([O-])=O)[CH:6]=[N:5]1)([CH3:3])[CH3:2]. The catalyst is CCO.[Pd]. The product is [CH:1]([N:4]1[CH:8]=[C:7]([NH2:9])[CH:6]=[N:5]1)([CH3:3])[CH3:2]. The yield is 0.750. (3) The reactants are [CH2:1]([O:3][CH:4]([O:19][CH2:20][CH3:21])[P:5]([CH:10]([CH3:18])[CH:11]([F:17])[C:12](OCC)=[O:13])([O:7][CH2:8][CH3:9])=[O:6])[CH3:2].[OH-].[NH4+:23]. The catalyst is C(O)C. The product is [NH2:23][C:12](=[O:13])[CH:11]([F:17])[CH:10]([P:5]([CH:4]([O:19][CH2:20][CH3:21])[O:3][CH2:1][CH3:2])(=[O:6])[O:7][CH2:8][CH3:9])[CH3:18]. The yield is 0.970. (4) The reactants are [Cl:1][C:2]1[CH:3]=[C:4]([CH:6]=[C:7]([Cl:10])[C:8]=1[Cl:9])[NH2:5].C(N(CC)CC)C.[C:18](O[C:18]([O:20][C:21]([CH3:24])([CH3:23])[CH3:22])=[O:19])([O:20][C:21]([CH3:24])([CH3:23])[CH3:22])=[O:19]. The catalyst is C1COCC1.CN(C1C=CN=CC=1)C. The product is [C:21]([O:20][C:18](=[O:19])[NH:5][C:4]1[CH:3]=[C:2]([Cl:1])[C:8]([Cl:9])=[C:7]([Cl:10])[CH:6]=1)([CH3:24])([CH3:23])[CH3:22]. The yield is 0.820.